Predict the reactants needed to synthesize the given product. From a dataset of Full USPTO retrosynthesis dataset with 1.9M reactions from patents (1976-2016). (1) Given the product [F:22][C:19]1[CH:20]=[CH:21][C:14]([SH:10])=[C:15]([CH:18]=1)[C:16]#[N:17], predict the reactants needed to synthesize it. The reactants are: O.O.O.O.O.O.O.O.O.[S-2:10].[Na+].[Na+].F[C:14]1[CH:21]=[CH:20][C:19]([F:22])=[CH:18][C:15]=1[C:16]#[N:17]. (2) Given the product [C:32]([C:29]1[N:30]=[CH:31][C:26]([NH:25][C:14]([N:11]2[C:12]3[C:7](=[CH:6][CH:5]=[C:4]([CH:3]([O:2][CH3:1])[O:23][CH3:24])[N:13]=3)[CH2:8][CH2:9][CH2:10]2)=[O:16])=[N:27][CH:28]=1)#[N:33], predict the reactants needed to synthesize it. The reactants are: [CH3:1][O:2][CH:3]([O:23][CH3:24])[C:4]1[N:13]=[C:12]2[C:7]([CH2:8][CH2:9][CH2:10][N:11]2[C:14]([O:16]C2C=CC=CC=2)=O)=[CH:6][CH:5]=1.[NH2:25][C:26]1[N:27]=[CH:28][C:29]([C:32]#[N:33])=[N:30][CH:31]=1. (3) Given the product [F:12][C:13]([F:24])([F:23])[C:14]([NH:11][C@H:1]1[C:10]2[C:5](=[CH:6][CH:7]=[CH:8][CH:9]=2)[CH2:4][CH2:3][CH2:2]1)=[O:15], predict the reactants needed to synthesize it. The reactants are: [C@H:1]1([NH2:11])[C:10]2[C:5](=[CH:6][CH:7]=[CH:8][CH:9]=2)[CH2:4][CH2:3][CH2:2]1.[F:12][C:13]([F:24])([F:23])[C:14](O[C:14](=[O:15])[C:13]([F:24])([F:23])[F:12])=[O:15]. (4) Given the product [F:1][C:2]1[C:3]([NH:26][C:27]2[CH:32]=[CH:31][C:30]([I:33])=[CH:29][C:28]=2[F:34])=[C:4]([CH:12]=[C:13]([CH2:16][NH:17][O:18][CH2:19][CH2:20][CH2:21][C:22](=[O:25])[NH:23][CH3:24])[C:14]=1[F:15])[C:5]([NH:7][O:8][CH2:9][CH2:10][OH:11])=[O:6], predict the reactants needed to synthesize it. The reactants are: [F:1][C:2]1[C:3]([NH:26][C:27]2[CH:32]=[CH:31][C:30]([I:33])=[CH:29][C:28]=2[F:34])=[C:4]([CH:12]=[C:13](/[CH:16]=[N:17]/[O:18][CH2:19][CH2:20][CH2:21][C:22](=[O:25])[NH:23][CH3:24])[C:14]=1[F:15])[C:5]([NH:7][O:8][CH2:9][CH2:10][OH:11])=[O:6].ClCCl.ClC(Cl)C(O)=O.